Dataset: Catalyst prediction with 721,799 reactions and 888 catalyst types from USPTO. Task: Predict which catalyst facilitates the given reaction. (1) Product: [F:17][C:10]1[CH:9]=[C:8]([C:5]2[CH:4]=[N:3][C:2]3[N:7]([C:19]([C:22]4([C:25]5[CH:26]=[C:27]6[C:32](=[CH:33][CH:34]=5)[N:31]=[CH:30][CH:29]=[CH:28]6)[CH2:24][CH2:23]4)=[CH:20][N:1]=3)[CH:6]=2)[CH:16]=[CH:15][C:11]=1[C:12]([OH:14])=[O:13]. Reactant: [NH2:1][C:2]1[N:7]=[CH:6][C:5]([C:8]2[CH:16]=[CH:15][C:11]([C:12]([OH:14])=[O:13])=[C:10]([F:17])[CH:9]=2)=[CH:4][N:3]=1.Cl[CH:19]([C:22]1([C:25]2[CH:26]=[C:27]3[C:32](=[CH:33][CH:34]=2)[N:31]=[CH:30][CH:29]=[CH:28]3)[CH2:24][CH2:23]1)[CH:20]=O. The catalyst class is: 8. (2) Reactant: [CH3:1][S:2]([C:5]1[CH:6]=[CH:7][C:8]([C@@H:11]([OH:21])[C@H:12]([NH:15][C:16]([CH:18]([Cl:20])[Cl:19])=[O:17])[CH2:13][F:14])=[CH:9][CH:10]=1)(=[O:4])=[O:3].[C:22]1(=[O:32])[O:27][C:25](=[O:26])[C:24]2=[CH:28][CH:29]=[CH:30][CH:31]=[C:23]12.C(N(CC)CC)C.[OH2:40]. Product: [CH3:1][S:2]([C:5]1[CH:6]=[CH:7][C:8]([C@@H:11]([OH:21])[C@H:12]([NH:15][C:16]([CH:18]([Cl:20])[Cl:19])=[O:17])[CH2:13][F:14])=[CH:9][CH:10]=1)(=[O:4])=[O:3].[C:25]([O-:27])(=[O:26])[C:24]1[C:23](=[CH:31][CH:30]=[CH:29][CH:28]=1)[C:22]([O-:32])=[O:40]. The catalyst class is: 346. (3) Reactant: [H-].[Na+].[CH3:3][O:4][C:5]1[CH:13]=[C:12]2[C:8]([C:9]([C:14]([O:16][CH3:17])=[O:15])=[CH:10][NH:11]2)=[CH:7][CH:6]=1.Cl[C:19]1[C:28]2[C:23](=[CH:24][CH:25]=[CH:26][CH:27]=2)[N:22]=[CH:21][CH:20]=1.O. Product: [CH3:3][O:4][C:5]1[CH:13]=[C:12]2[C:8]([C:9]([C:14]([O:16][CH3:17])=[O:15])=[CH:10][N:11]2[C:19]2[C:28]3[C:23](=[CH:24][CH:25]=[CH:26][CH:27]=3)[N:22]=[CH:21][CH:20]=2)=[CH:7][CH:6]=1. The catalyst class is: 9.